This data is from Catalyst prediction with 721,799 reactions and 888 catalyst types from USPTO. The task is: Predict which catalyst facilitates the given reaction. Reactant: [CH2:1]([O:3][C:4]([C:6]1[CH2:7][CH2:8][N:9]([C:20]([O:22][C:23]([CH3:26])([CH3:25])[CH3:24])=[O:21])[CH2:10][C:11]=1[NH:12][CH2:13][C:14]1[CH:19]=[CH:18][CH:17]=[CH:16][CH:15]=1)=[O:5])[CH3:2].[BH-](OC(C)=O)(OC(C)=O)OC(C)=O.[Na+].C(O)(=O)C. Product: [CH2:1]([O:3][C:4]([CH:6]1[CH2:7][CH2:8][N:9]([C:20]([O:22][C:23]([CH3:26])([CH3:24])[CH3:25])=[O:21])[CH2:10][CH:11]1[NH:12][CH2:13][C:14]1[CH:15]=[CH:16][CH:17]=[CH:18][CH:19]=1)=[O:5])[CH3:2]. The catalyst class is: 11.